This data is from Full USPTO retrosynthesis dataset with 1.9M reactions from patents (1976-2016). The task is: Predict the reactants needed to synthesize the given product. (1) The reactants are: [CH2:1]([O:3][C:4]1[CH:9]=[CH:8][C:7]([C:10]2[CH:15]=[CH:14][C:13]([C:16]3[C:21]([C:22]([O:24]CC)=[O:23])=[CH:20][CH:19]=[CH:18][CH:17]=3)=[CH:12][CH:11]=2)=[C:6]([F:27])[C:5]=1[F:28])[CH3:2].[OH-].[Na+].O.Cl. Given the product [CH2:1]([O:3][C:4]1[CH:9]=[CH:8][C:7]([C:10]2[CH:11]=[CH:12][C:13]([C:16]3[C:21]([C:22]([OH:24])=[O:23])=[CH:20][CH:19]=[CH:18][CH:17]=3)=[CH:14][CH:15]=2)=[C:6]([F:27])[C:5]=1[F:28])[CH3:2], predict the reactants needed to synthesize it. (2) Given the product [CH2:18]([O:20][C:21]([C:23]1([C:26]2[CH:27]=[CH:28][C:29]([C:32]3[CH:33]=[CH:34][C:35]([C:2]4[S:3][CH:4]=[CH:5][C:6]=4[CH:7]([OH:17])[CH2:8][CH2:9][CH2:10][C:11]4[CH:16]=[CH:15][CH:14]=[CH:13][CH:12]=4)=[CH:36][CH:37]=3)=[CH:30][CH:31]=2)[CH2:25][CH2:24]1)=[O:22])[CH3:19], predict the reactants needed to synthesize it. The reactants are: Br[C:2]1[S:3][CH:4]=[CH:5][C:6]=1[CH:7]([OH:17])[CH2:8][CH2:9][CH2:10][C:11]1[CH:16]=[CH:15][CH:14]=[CH:13][CH:12]=1.[CH2:18]([O:20][C:21]([C:23]1([C:26]2[CH:31]=[CH:30][C:29]([C:32]3[CH:37]=[CH:36][C:35](B4OC(C)(C)C(C)(C)O4)=[CH:34][CH:33]=3)=[CH:28][CH:27]=2)[CH2:25][CH2:24]1)=[O:22])[CH3:19]. (3) Given the product [OH:1][C:2]1[CH:7]=[C:6]([OH:8])[CH:5]=[C:4]([OH:9])[C:3]=1[C:14](=[O:16])[CH3:15], predict the reactants needed to synthesize it. The reactants are: [OH:1][C:2]1[CH:7]=[C:6]([OH:8])[CH:5]=[C:4]([OH:9])[CH:3]=1.CC#N.Cl.[CH2:14]([O:16]CC)[CH3:15]. (4) Given the product [Cl:22][C:11]1[C:10]([O:9][C@H:6]2[CH2:7][CH2:8][C@@H:3]([CH2:1][CH3:2])[CH2:4][CH2:5]2)=[CH:19][CH:18]=[C:17]2[C:12]=1[CH:13]=[CH:14][C:15]([CH:20]=[O:21])=[CH:16]2, predict the reactants needed to synthesize it. The reactants are: [CH2:1]([C@@H:3]1[CH2:8][CH2:7][C@H:6]([O:9][C:10]2[CH:11]=[C:12]3[C:17](=[CH:18][CH:19]=2)[CH:16]=[C:15]([CH:20]=[O:21])[CH:14]=[CH:13]3)[CH2:5][CH2:4]1)[CH3:2].[Cl:22]N1C(=O)CCC1=O. (5) Given the product [CH3:26][C:25]1[S:24][C:23]([C:27]2[CH:28]=[CH:29][C:30]([C:33]([OH:35])=[O:34])=[CH:31][CH:32]=2)=[N:22][C:21]=1[O:20][CH2:2][C:3](=[O:4])[NH:13][CH2:12][CH:6]1[CH2:11][CH2:10][CH:9]([CH3:14])[CH2:8][CH2:7]1, predict the reactants needed to synthesize it. The reactants are: Cl[CH2:2][C:3](Cl)=[O:4].[CH:6]1([CH2:12][NH2:13])[CH2:11][CH2:10][CH2:9][CH2:8][CH2:7]1.[C:14]([O-])([O-])=O.[K+].[K+].[OH:20][C:21]1[N:22]=[C:23]([C:27]2[CH:32]=[CH:31][C:30]([C:33]([O:35]C)=[O:34])=[CH:29][CH:28]=2)[S:24][C:25]=1[CH3:26].[I-].[K+].O.[OH-].[Li+]. (6) The reactants are: Cl[C:2]1[N:7]2[N:8]=[CH:9][C:10]([C:11]([O:13][CH2:14][CH3:15])=[O:12])=[C:6]2[N:5]=[CH:4][C:3]=1[C:16]([N:18]1[CH2:23][CH2:22][CH:21]([C:24]2[CH:29]=[CH:28][CH:27]=[CH:26][CH:25]=2)[CH2:20][CH2:19]1)=[O:17].[NH2:30][C:31]1[CH:40]=[CH:39][CH:38]=[C:37]2[C:32]=1[CH:33]=[CH:34][CH:35]=[N:36]2. Given the product [CH2:14]([O:13][C:11]([C:10]1[CH:9]=[N:8][N:7]2[C:2]([NH:30][C:31]3[CH:40]=[CH:39][CH:38]=[C:37]4[C:32]=3[CH:33]=[CH:34][CH:35]=[N:36]4)=[C:3]([C:16]([N:18]3[CH2:23][CH2:22][CH:21]([C:24]4[CH:29]=[CH:28][CH:27]=[CH:26][CH:25]=4)[CH2:20][CH2:19]3)=[O:17])[CH:4]=[N:5][C:6]=12)=[O:12])[CH3:15], predict the reactants needed to synthesize it. (7) The reactants are: [CH3:1][C:2]([CH3:25])([CH3:24])[C:3]#[C:4][C:5]1[S:9][C:8]([C:10]([O:12][CH3:13])=[O:11])=[C:7]([NH:14][CH2:15][C:16](=[O:23])[N:17]2[CH2:22][CH2:21][S:20][CH2:19][CH2:18]2)[CH:6]=1.N1C=CC=CC=1.[CH3:32][C@H:33]1[CH2:38][CH2:37][C@H:36]([C:39](Cl)=[O:40])[CH2:35][CH2:34]1. Given the product [CH3:1][C:2]([CH3:25])([CH3:24])[C:3]#[C:4][C:5]1[S:9][C:8]([C:10]([O:12][CH3:13])=[O:11])=[C:7]([N:14]([C:39]([C@H:36]2[CH2:37][CH2:38][C@H:33]([CH3:32])[CH2:34][CH2:35]2)=[O:40])[CH2:15][C:16](=[O:23])[N:17]2[CH2:22][CH2:21][S:20][CH2:19][CH2:18]2)[CH:6]=1, predict the reactants needed to synthesize it. (8) The reactants are: [CH3:1][O:2][C:3]1[CH:17]=[CH:16][C:6]([CH2:7][O:8][C:9]2[C:14](=[O:15])[CH:13]=[CH:12]O[CH:10]=2)=[CH:5][CH:4]=1.[NH3:18].O. Given the product [CH3:1][O:2][C:3]1[CH:17]=[CH:16][C:6]([CH2:7][O:8][C:9]2[C:14](=[O:15])[CH:13]=[CH:12][NH:18][CH:10]=2)=[CH:5][CH:4]=1, predict the reactants needed to synthesize it. (9) Given the product [CH2:9]([NH:14][S:15]([C:18]1[CH:19]=[CH:20][C:21]([N:24]=[C:5]=[O:4])=[CH:22][CH:23]=1)(=[O:17])=[O:16])[CH2:10][CH2:11][CH2:12][CH3:13], predict the reactants needed to synthesize it. The reactants are: ClC([O:4][C:5](Cl)(Cl)Cl)=O.[CH2:9]([NH:14][S:15]([C:18]1[CH:23]=[CH:22][C:21]([NH2:24])=[CH:20][CH:19]=1)(=[O:17])=[O:16])[CH2:10][CH2:11][CH2:12][CH3:13]. (10) Given the product [Cl:1][C:2]1[C:3]2[C:10]([I:11])=[CH:9][N:8]([C@@H:21]3[CH2:17][CH2:18][N:19]([C:22]([O:24][C:25]([CH3:28])([CH3:27])[CH3:26])=[O:23])[CH2:20]3)[C:4]=2[N:5]=[CH:6][N:7]=1, predict the reactants needed to synthesize it. The reactants are: [Cl:1][C:2]1[C:3]2[C:10]([I:11])=[CH:9][NH:8][C:4]=2[N:5]=[CH:6][N:7]=1.CS(O[C@H:17]1[CH2:21][CH2:20][N:19]([C:22]([O:24][C:25]([CH3:28])([CH3:27])[CH3:26])=[O:23])[CH2:18]1)(=O)=O.C(=O)([O-])[O-].[Cs+].[Cs+].O.